From a dataset of Catalyst prediction with 721,799 reactions and 888 catalyst types from USPTO. Predict which catalyst facilitates the given reaction. (1) Product: [CH3:32][C:27]1([CH3:33])[C:28]([CH3:31])([CH3:30])[O:29][B:25]([C:7]2[CH2:12][CH:11]([C:13]([F:16])([F:15])[F:14])[CH2:10][C:9](=[O:17])[CH:8]=2)[O:26]1. Reactant: FC(F)(F)S(O[C:7]1[CH2:12][CH:11]([C:13]([F:16])([F:15])[F:14])[CH2:10][C:9](=[O:17])[CH:8]=1)(=O)=O.CC([O-])=O.[Na+].[B:25]1([B:25]2[O:29][C:28]([CH3:31])([CH3:30])[C:27]([CH3:33])([CH3:32])[O:26]2)[O:29][C:28]([CH3:31])([CH3:30])[C:27]([CH3:33])([CH3:32])[O:26]1.C(Cl)Cl. The catalyst class is: 12. (2) Reactant: [CH3:1][O:2][C@H:3]1[C@@H:7]2[O:8][C:9]([CH3:12])([CH3:11])[O:10][C@@H:6]2[C@@H:5]([C:13]#[C:14][C:15](=[O:18])[CH2:16][CH3:17])[O:4]1.[NH2:19][OH:20]. Product: [CH3:1][O:2][C@H:3]1[C@@H:7]2[O:8][C:9]([CH3:12])([CH3:11])[O:10][C@@H:6]2[C@@H:5]([C:13](=[N:19][OH:20])[CH2:14][C:15](=[O:18])[CH2:16][CH3:17])[O:4]1. The catalyst class is: 8. (3) Reactant: [Cl:1][C:2]1[N:3]=[C:4]([N:12]2[CH2:17][CH2:16][O:15][CH2:14][CH2:13]2)[C:5]2[S:10][C:9](I)=[CH:8][C:6]=2[N:7]=1.[NH:18]1[CH2:22][CH2:21][CH2:20][C:19]1=[O:23].[O-]P([O-])([O-])=O.[K+].[K+].[K+].CN(C)CCN. The catalyst class is: 830. Product: [Cl:1][C:2]1[N:3]=[C:4]([N:12]2[CH2:17][CH2:16][O:15][CH2:14][CH2:13]2)[C:5]2[S:10][C:9]([N:18]3[CH2:22][CH2:21][CH2:20][C:19]3=[O:23])=[CH:8][C:6]=2[N:7]=1. (4) Reactant: [OH:1][CH2:2][C:3]1[C:4]([S:26]([CH3:29])(=[O:28])=[O:27])=[CH:5][C:6]2[N:10]3[CH2:11][CH2:12][N:13]([C:18]([O:20][C:21]([CH3:24])([CH3:23])[CH3:22])=[O:19])[C@H:14]([CH:15]([CH3:17])[CH3:16])[C:9]3=[N:8][C:7]=2[CH:25]=1.CCN(CC)CC.[C:37](Cl)([CH3:39])=[O:38].CCOC(C)=O. Product: [C:37]([O:1][CH2:2][C:3]1[C:4]([S:26]([CH3:29])(=[O:27])=[O:28])=[CH:5][C:6]2[N:10]3[CH2:11][CH2:12][N:13]([C:18]([O:20][C:21]([CH3:23])([CH3:24])[CH3:22])=[O:19])[C@H:14]([CH:15]([CH3:16])[CH3:17])[C:9]3=[N:8][C:7]=2[CH:25]=1)(=[O:38])[CH3:39]. The catalyst class is: 2. (5) Reactant: [S:1](=[O:5])(=[O:4])([OH:3])[OH:2].[CH3:6][O:7][C:8]1[CH:9]=[C:10]([C:14]2([CH2:24][CH2:25][CH2:26][N:27]([CH3:29])[CH3:28])[C:19]([CH3:21])([CH3:20])[CH2:18][C:17](=[O:22])[NH:16][C:15]2=[O:23])[CH:11]=[CH:12][CH:13]=1. Product: [S:1](=[O:3])(=[O:2])([OH:5])[OH:4].[CH3:6][O:7][C:8]1[CH:9]=[C:10]([C:14]2([CH2:24][CH2:25][CH2:26][N:27]([CH3:29])[CH3:28])[C:19]([CH3:21])([CH3:20])[CH2:18][C:17](=[O:22])[NH:16][C:15]2=[O:23])[CH:11]=[CH:12][CH:13]=1. The catalyst class is: 8. (6) Reactant: [C:1]([O:4][C:5]1[CH:10]=[CH:9][CH:8]=[C:7]([C:11]#[C:12][CH2:13][CH2:14][OH:15])[CH:6]=1)(=[O:3])[CH3:2]. Product: [C:1]([O:4][C:5]1[CH:10]=[CH:9][CH:8]=[C:7]([CH2:11][CH2:12][CH2:13][CH2:14][OH:15])[CH:6]=1)(=[O:3])[CH3:2]. The catalyst class is: 604.